The task is: Predict the reaction yield, written as a fraction of the theoretical maximum amount of product (1.0 means a 100% yield; for example, 0.34 means a 34% yield).. This data is from Reaction yield outcomes from USPTO patents with 853,638 reactions. The reactants are [Br:1][C:2]1[C:10]2[C:5](=[CH:6][CH:7]=[C:8]([C:11]3[C:16]([F:17])=[CH:15][CH:14]=[CH:13][C:12]=3[F:18])[CH:9]=2)[NH:4][N:3]=1.C1(C)C=CC(S(O)(=O)=O)=CC=1.[O:30]1[CH:35]=[CH:34][CH2:33][CH2:32][CH2:31]1.O. The catalyst is C1COCC1. The product is [Br:1][C:2]1[C:10]2[C:5](=[CH:6][CH:7]=[C:8]([C:11]3[C:12]([F:18])=[CH:13][CH:14]=[CH:15][C:16]=3[F:17])[CH:9]=2)[N:4]([CH:31]2[CH2:32][CH2:33][CH2:34][CH2:35][O:30]2)[N:3]=1. The yield is 0.484.